Dataset: Forward reaction prediction with 1.9M reactions from USPTO patents (1976-2016). Task: Predict the product of the given reaction. (1) Given the reactants [Cl:1][C:2]1[C:3](I)=[CH:4][C:5]([N+:9]([O-:11])=[O:10])=[C:6]([CH:8]=1)[NH2:7].O.[O-]P([O-])([O-])=O.[K+].[K+].[K+].[F:22][C:23]([F:34])([F:33])[C:24]1[CH:29]=[CH:28][C:27](B(O)O)=[CH:26][CH:25]=1, predict the reaction product. The product is: [Cl:1][C:2]1[C:3]([C:27]2[CH:28]=[CH:29][C:24]([C:23]([F:34])([F:33])[F:22])=[CH:25][CH:26]=2)=[CH:4][C:5]([N+:9]([O-:11])=[O:10])=[C:6]([CH:8]=1)[NH2:7]. (2) The product is: [C:1]([C:3]1[CH:4]=[C:5]([C:18]2[CH:19]=[C:20]([CH:25]=[CH:26][N:27]=2)[C:21]([O:23][CH3:24])=[O:22])[CH:6]=[CH:7][C:8]=1[O:9][CH2:10][CH:11]([CH3:13])[CH3:12])#[N:2]. Given the reactants [C:1]([C:3]1[CH:4]=[C:5](B(O)O)[CH:6]=[CH:7][C:8]=1[O:9][CH2:10][CH:11]([CH3:13])[CH3:12])#[N:2].Cl[C:18]1[CH:19]=[C:20]([CH:25]=[CH:26][N:27]=1)[C:21]([O:23][CH3:24])=[O:22], predict the reaction product. (3) The product is: [F:18][C:19]([F:35])([F:36])[C:20]1[CH:21]=[CH:22][C:23]([C:26]2[CH:31]=[CH:30][C:29]([C:32]([NH:1][C:4]3[CH:5]=[CH:6][C:7]4[N:8]([CH:10]=[C:11]([C:13]([O:15][CH2:16][CH3:17])=[O:14])[N:12]=4)[CH:9]=3)=[O:33])=[CH:28][CH:27]=2)=[CH:24][CH:25]=1. Given the reactants [N+:1]([C:4]1[CH:5]=[CH:6][C:7]2[N:8]([CH:10]=[C:11]([C:13]([O:15][CH2:16][CH3:17])=[O:14])[N:12]=2)[CH:9]=1)([O-])=O.[F:18][C:19]([F:36])([F:35])[C:20]1[CH:25]=[CH:24][C:23]([C:26]2[CH:31]=[CH:30][C:29]([C:32](O)=[O:33])=[CH:28][CH:27]=2)=[CH:22][CH:21]=1, predict the reaction product. (4) Given the reactants Br[C:2]1[C:10]2[C:5](=[CH:6][CH:7]=[CH:8][CH:9]=2)[N:4]([C:11]([O:13][C:14]([CH3:17])([CH3:16])[CH3:15])=[O:12])[C:3]=1[CH3:18].[CH:19]1[C:28]2[C:23](=[CH:24][CH:25]=[CH:26][CH:27]=2)[C:22](B(O)O)=[CH:21][N:20]=1.C([O-])([O-])=O.[Na+].[Na+], predict the reaction product. The product is: [CH:19]1[C:28]2[C:23](=[CH:24][CH:25]=[CH:26][CH:27]=2)[C:22]([C:2]2[C:10]3[C:5](=[CH:6][CH:7]=[CH:8][CH:9]=3)[N:4]([C:11]([O:13][C:14]([CH3:17])([CH3:16])[CH3:15])=[O:12])[C:3]=2[CH3:18])=[CH:21][N:20]=1. (5) The product is: [CH3:1][C:2]1[CH:3]=[C:4]2[C:8](=[CH:9][CH:10]=1)[N:7]([C:11]([C:12]1[CH:17]=[CH:16][CH:15]=[CH:14][CH:13]=1)=[O:18])[CH:6]=[CH:5]2. Given the reactants [CH3:1][C:2]1[CH:3]=[C:4]2[C:8](=[CH:9][CH:10]=1)[NH:7][CH:6]=[CH:5]2.[C:11](Cl)(=[O:18])[C:12]1[CH:17]=[CH:16][CH:15]=[CH:14][CH:13]=1.CCN(CC)CC.C([O-])(O)=O.[Na+], predict the reaction product. (6) The product is: [C:8]([C:7]1[N:6]=[N:5][C:4]([S:13][CH3:14])=[N:3][C:2]=1[NH:15][C:16]1[CH:21]=[CH:20][C:19]([CH:22]2[CH2:23][CH2:24][N:25]([C:28]([O:30][C:31]([CH3:34])([CH3:33])[CH3:32])=[O:29])[CH2:26][CH2:27]2)=[CH:18][CH:17]=1)(=[O:10])[NH2:37]. Given the reactants Cl[C:2]1[N:3]=[C:4]([S:13][CH3:14])[N:5]=[N:6][C:7]=1[C:8]([O:10]CC)=O.[NH2:15][C:16]1[CH:21]=[CH:20][C:19]([CH:22]2[CH2:27][CH2:26][N:25]([C:28]([O:30][C:31]([CH3:34])([CH3:33])[CH3:32])=[O:29])[CH2:24][CH2:23]2)=[CH:18][CH:17]=1.CC[N:37](C(C)C)C(C)C.N, predict the reaction product. (7) Given the reactants Br[C:2]1[CH:16]=[CH:15][C:5]2[N:6]=[C:7]([NH:9][C:10]([NH:12][CH2:13][CH3:14])=[O:11])[S:8][C:4]=2[CH:3]=1.[NH2:17][C:18]1[CH:19]=[C:20](OB(O)O)[CH:21]=[CH:22][CH:23]=1.C(=O)(O)[O-].[Na+].B(O)(O)O, predict the reaction product. The product is: [NH2:17][C:18]1[CH:23]=[C:22]([C:2]2[CH:16]=[CH:15][C:5]3[N:6]=[C:7]([NH:9][C:10]([NH:12][CH2:13][CH3:14])=[O:11])[S:8][C:4]=3[CH:3]=2)[CH:21]=[CH:20][CH:19]=1.